The task is: Predict the reaction yield, written as a fraction of the theoretical maximum amount of product (1.0 means a 100% yield; for example, 0.34 means a 34% yield).. This data is from Reaction yield outcomes from USPTO patents with 853,638 reactions. (1) The reactants are [CH3:1][C:2]1[CH:15]=[CH:14][C:5]([CH2:6][N:7]2[CH2:12][CH2:11][C:10](=O)[CH2:9][CH2:8]2)=[CH:4][CH:3]=1.C([O-])(=O)C.[NH4+].C([BH3-])#[N:22].[Na+]. The catalyst is CO. The product is [CH3:1][C:2]1[CH:15]=[CH:14][C:5]([CH2:6][N:7]2[CH2:12][CH2:11][CH:10]([NH2:22])[CH2:9][CH2:8]2)=[CH:4][CH:3]=1. The yield is 0.480. (2) The yield is 0.800. The catalyst is CN(C=O)C. The reactants are C(=O)([O-])[O-].[Cs+].[Cs+].Cl[CH2:8][O:9][CH2:10][CH2:11][Si:12]([CH3:15])([CH3:14])[CH3:13].[N:16]1[CH:21]=[CH:20][C:19]([C:22]2[C:23]([C:27]3[CH:28]=[C:29]([CH:32]=[CH:33][CH:34]=3)[C:30]#[N:31])=[N:24][NH:25][CH:26]=2)=[CH:18][CH:17]=1. The product is [N:16]1[CH:17]=[CH:18][C:19]([C:22]2[C:23]([C:27]3[CH:28]=[C:29]([CH:32]=[CH:33][CH:34]=3)[C:30]#[N:31])=[N:24][N:25]([CH2:8][O:9][CH2:10][CH2:11][Si:12]([CH3:15])([CH3:14])[CH3:13])[CH:26]=2)=[CH:20][CH:21]=1. (3) The yield is 0.500. The catalyst is C(Cl)Cl. The reactants are [NH2:1][C@@H:2]1[CH2:7][CH2:6][C@H:5]([N:8]2[C:13](=[O:14])[C:12]3[CH:15]=[C:16]([F:19])[CH:17]=[N:18][C:11]=3[N:10]([C:20]3[CH:21]=[C:22]([C:26]4[CH:31]=[CH:30][CH:29]=[CH:28][CH:27]=4)[CH:23]=[CH:24][CH:25]=3)[C:9]2=[O:32])[CH2:4][CH2:3]1.CC([Si](C)(C)[O:38][CH2:39][CH:40]=O)(C)C.C(O[BH-](OC(=O)C)OC(=O)C)(=O)C.[Na+]. The product is [C:22]1([C:26]2[CH:31]=[CH:30][CH:29]=[CH:28][CH:27]=2)[CH:23]=[CH:24][CH:25]=[C:20]([N:10]2[C:11]3[N:18]=[CH:17][C:16]([F:19])=[CH:15][C:12]=3[C:13](=[O:14])[N:8]([C@H:5]3[CH2:6][CH2:7][C@@H:2]([NH:1][CH2:40][CH2:39][OH:38])[CH2:3][CH2:4]3)[C:9]2=[O:32])[CH:21]=1. (4) The reactants are [Cl:1][C:2]1[CH:32]=[CH:31][CH:30]=[C:29]([F:33])[C:3]=1[C:4]([NH:6][C:7]1[CH:28]=[CH:27][C:10]2[O:11][C@@H:12]([CH2:25][OH:26])[CH2:13][N:14]([S:15]([C:18]3[CH:23]=[CH:22][C:21]([F:24])=[CH:20][CH:19]=3)(=[O:17])=[O:16])[C:9]=2[CH:8]=1)=[O:5].C(N(CC)C(C)C)(C)C.[CH3:43][S:44](O[S:44]([CH3:43])(=[O:46])=[O:45])(=[O:46])=[O:45]. The catalyst is ClCCl. The product is [CH3:43][S:44]([O:26][CH2:25][C@@H:12]1[O:11][C:10]2[CH:27]=[CH:28][C:7]([NH:6][C:4](=[O:5])[C:3]3[C:29]([F:33])=[CH:30][CH:31]=[CH:32][C:2]=3[Cl:1])=[CH:8][C:9]=2[N:14]([S:15]([C:18]2[CH:19]=[CH:20][C:21]([F:24])=[CH:22][CH:23]=2)(=[O:16])=[O:17])[CH2:13]1)(=[O:46])=[O:45]. The yield is 1.00. (5) The product is [Br:1][C:2]1[CH:3]=[C:4]2[C:9](=[CH:10][CH:11]=1)[C:8](=[O:12])[N:7]([CH2:13][CH2:14][C:15]1[CH:20]=[CH:19][CH:18]=[CH:17][CH:16]=1)[CH2:6][CH2:5]2. The catalyst is [Br-].C([N+](CCCC)(CCCC)CCCC)CCC.C1(C)C=CC=CC=1.CC(OC)(C)C. The yield is 0.460. The reactants are [Br:1][C:2]1[CH:3]=[C:4]2[C:9](=[CH:10][CH:11]=1)[C:8]([OH:12])=[N:7][CH2:6][CH2:5]2.[CH2:13](Br)[CH2:14][C:15]1[CH:20]=[CH:19][CH:18]=[CH:17][CH:16]=1.[OH-].[Na+]. (6) The reactants are [OH:1][C:2]1[CH:7]=[CH:6][C:5]([C:8]2[CH:16]=[C:15]3[C:11]([CH2:12][CH2:13][CH:14]3[C:17]([O:19]C)=[O:18])=[CH:10][CH:9]=2)=[CH:4][CH:3]=1.Cl[CH2:22][C:23]1[C:24]([C:31]2[C:36]([Cl:37])=[CH:35][CH:34]=[CH:33][C:32]=2[Cl:38])=[N:25][O:26][C:27]=1[CH:28]([CH3:30])[CH3:29].C(=O)([O-])[O-].[K+].[K+].[OH-].[Na+]. The catalyst is CN(C)C=O.C(OCC)(=O)C. The product is [Cl:37][C:36]1[CH:35]=[CH:34][CH:33]=[C:32]([Cl:38])[C:31]=1[C:24]1[C:23]([CH2:22][O:1][C:2]2[CH:3]=[CH:4][C:5]([C:8]3[CH:16]=[C:15]4[C:11]([CH2:12][CH2:13][CH:14]4[C:17]([OH:19])=[O:18])=[CH:10][CH:9]=3)=[CH:6][CH:7]=2)=[C:27]([CH:28]([CH3:30])[CH3:29])[O:26][N:25]=1. The yield is 0.220. (7) The reactants are [Cl:1][C:2]1[C:9]([O:10][CH3:11])=[CH:8][CH:7]=[C:6]([Cl:12])[C:3]=1[CH:4]=[O:5].[BH4-].[Na+]. The catalyst is C(O)C. The product is [Cl:1][C:2]1[C:9]([O:10][CH3:11])=[CH:8][CH:7]=[C:6]([Cl:12])[C:3]=1[CH2:4][OH:5]. The yield is 0.930.